From a dataset of Forward reaction prediction with 1.9M reactions from USPTO patents (1976-2016). Predict the product of the given reaction. (1) Given the reactants [C:1]([Si:5]([O:8][C:9]1[CH:14]=[CH:13][C:12]([Cl:15])=[C:11]([CH3:16])[CH:10]=1)([CH3:7])[CH3:6])([CH3:4])([CH3:3])[CH3:2].[Br:17]N1C(=O)CCC1=O, predict the reaction product. The product is: [Br:17][CH2:16][C:11]1[CH:10]=[C:9]([CH:14]=[CH:13][C:12]=1[Cl:15])[O:8][Si:5]([C:1]([CH3:4])([CH3:3])[CH3:2])([CH3:7])[CH3:6]. (2) Given the reactants Cl.[NH2:2][OH:3].C(N(CC)CC)C.[OH:11][C:12]1[CH:13]=[C:14]([CH:17]=[CH:18][CH:19]=1)[C:15]#[N:16], predict the reaction product. The product is: [OH:3][N:2]=[C:15]([C:14]1[CH:17]=[CH:18][CH:19]=[C:12]([OH:11])[CH:13]=1)[NH2:16]. (3) Given the reactants [C:1]([CH:3]([CH:9]1[CH2:11][CH2:10]1)[C:4]([O:6][CH2:7][CH3:8])=[O:5])#[N:2].Br[CH2:13][CH2:14][NH:15][C:16](=[O:25])[O:17][CH2:18][C:19]1[CH:24]=[CH:23][CH:22]=[CH:21][CH:20]=1.C(=O)([O-])[O-].[K+].[K+].O, predict the reaction product. The product is: [CH2:18]([O:17][C:16]([NH:15][CH2:14][CH2:13][C:3]([C:1]#[N:2])([CH:9]1[CH2:10][CH2:11]1)[C:4]([O:6][CH2:7][CH3:8])=[O:5])=[O:25])[C:19]1[CH:24]=[CH:23][CH:22]=[CH:21][CH:20]=1. (4) The product is: [C:8]([N:3]1[CH2:4][CH2:5]/[C:2](=[CH:16]\[C:15]2[CH:18]=[CH:19][C:20]([N:21]3[CH:25]=[C:24]([CH3:26])[N:23]=[CH:22]3)=[C:13]([O:12][CH3:11])[CH:14]=2)/[C:1]1=[O:29])(=[O:10])[CH3:9]. Given the reactants [CH2:1]([N:3](CC)[CH2:4][CH3:5])[CH3:2].[CH2:8]([OH:10])[CH3:9].[CH3:11][O:12][C:13]1[CH:14]=[C:15]([CH:18]=[CH:19][C:20]=1[N:21]1[CH:25]=[C:24]([CH3:26])[N:23]=[CH:22]1)[CH:16]=O.C(OCC)(=[O:29])C, predict the reaction product. (5) The product is: [C:13]([O:17][C:18]([N:20]1[CH2:25][CH2:24][CH:23]([N:8]2[CH:9]=[N:10][C:6]([C:4]([O:3][CH3:1])=[O:5])=[N:7]2)[CH2:22][CH2:21]1)=[O:19])([CH3:16])([CH3:14])[CH3:15]. Given the reactants [CH2:1]([O:3][C:4]([C:6]1[N:10]=[CH:9][NH:8][N:7]=1)=[O:5])C.[H-].[Na+].[C:13]([O:17][C:18]([N:20]1[CH2:25][CH2:24][CH:23](OS(C)(=O)=O)[CH2:22][CH2:21]1)=[O:19])([CH3:16])([CH3:15])[CH3:14], predict the reaction product. (6) Given the reactants [CH:1]1[C:6]([C:7]([OH:9])=[O:8])=[CH:5][CH:4]=[C:3](N)[CH:2]=1.N([O-])=O.[Na+].O(CC)[C:16]([S-])=[S:17].[K+].C(=O)([O-])[O-].[Na+].[Na+].[OH-].[K+].S(OC)(OC)(=O)=O.[ClH:37], predict the reaction product. The product is: [ClH:37].[CH3:16][S:17][C:2]1[CH:1]=[C:6]([CH:5]=[CH:4][CH:3]=1)[C:7]([OH:9])=[O:8].